The task is: Regression. Given a peptide amino acid sequence and an MHC pseudo amino acid sequence, predict their binding affinity value. This is MHC class I binding data.. This data is from Peptide-MHC class I binding affinity with 185,985 pairs from IEDB/IMGT. (1) The peptide sequence is RLASYGLYY. The MHC is HLA-A02:03 with pseudo-sequence HLA-A02:03. The binding affinity (normalized) is 0.347. (2) The peptide sequence is QRSDSSLVD. The MHC is H-2-Kb with pseudo-sequence H-2-Kb. The binding affinity (normalized) is 0.0631. (3) The binding affinity (normalized) is 0.808. The peptide sequence is LMLASSAGK. The MHC is HLA-A03:01 with pseudo-sequence HLA-A03:01. (4) The peptide sequence is YMYRVWSPL. The MHC is HLA-B15:42 with pseudo-sequence HLA-B15:42. The binding affinity (normalized) is 0.213. (5) The peptide sequence is RVLGRVLPY. The MHC is HLA-A03:01 with pseudo-sequence HLA-A03:01. The binding affinity (normalized) is 0.616.